From a dataset of NCI-60 drug combinations with 297,098 pairs across 59 cell lines. Regression. Given two drug SMILES strings and cell line genomic features, predict the synergy score measuring deviation from expected non-interaction effect. Drug 1: CC(C1=C(C=CC(=C1Cl)F)Cl)OC2=C(N=CC(=C2)C3=CN(N=C3)C4CCNCC4)N. Drug 2: C1C(C(OC1N2C=NC3=C(N=C(N=C32)Cl)N)CO)O. Cell line: NCI/ADR-RES. Synergy scores: CSS=33.8, Synergy_ZIP=-10.4, Synergy_Bliss=-1.89, Synergy_Loewe=-37.4, Synergy_HSA=-2.58.